This data is from NCI-60 drug combinations with 297,098 pairs across 59 cell lines. The task is: Regression. Given two drug SMILES strings and cell line genomic features, predict the synergy score measuring deviation from expected non-interaction effect. (1) Drug 1: C1CC(=O)NC(=O)C1N2CC3=C(C2=O)C=CC=C3N. Drug 2: CC1=CC=C(C=C1)C2=CC(=NN2C3=CC=C(C=C3)S(=O)(=O)N)C(F)(F)F. Cell line: TK-10. Synergy scores: CSS=-4.01, Synergy_ZIP=0.384, Synergy_Bliss=-1.94, Synergy_Loewe=-3.56, Synergy_HSA=-3.39. (2) Drug 1: C1=CC(=CC=C1CCC2=CNC3=C2C(=O)NC(=N3)N)C(=O)NC(CCC(=O)O)C(=O)O. Drug 2: C1=CN(C=N1)CC(O)(P(=O)(O)O)P(=O)(O)O. Cell line: U251. Synergy scores: CSS=36.9, Synergy_ZIP=0.720, Synergy_Bliss=0.367, Synergy_Loewe=-22.7, Synergy_HSA=1.23. (3) Drug 1: CN1C(=O)N2C=NC(=C2N=N1)C(=O)N. Drug 2: COC1=NC(=NC2=C1N=CN2C3C(C(C(O3)CO)O)O)N. Cell line: OVCAR-5. Synergy scores: CSS=1.93, Synergy_ZIP=2.03, Synergy_Bliss=7.00, Synergy_Loewe=0.817, Synergy_HSA=2.16. (4) Drug 1: C1=NNC2=C1C(=O)NC=N2. Drug 2: CC1=C(C(=O)C2=C(C1=O)N3CC4C(C3(C2COC(=O)N)OC)N4)N. Cell line: IGROV1. Synergy scores: CSS=11.1, Synergy_ZIP=-2.19, Synergy_Bliss=-0.0426, Synergy_Loewe=-7.14, Synergy_HSA=-2.19. (5) Synergy scores: CSS=60.2, Synergy_ZIP=4.36, Synergy_Bliss=5.09, Synergy_Loewe=1.69, Synergy_HSA=8.14. Drug 1: C(CCl)NC(=O)N(CCCl)N=O. Drug 2: CC1C(C(CC(O1)OC2CC(CC3=C2C(=C4C(=C3O)C(=O)C5=C(C4=O)C(=CC=C5)OC)O)(C(=O)CO)O)N)O.Cl. Cell line: HOP-92. (6) Drug 1: CC1=C2C(C(=O)C3(C(CC4C(C3C(C(C2(C)C)(CC1OC(=O)C(C(C5=CC=CC=C5)NC(=O)OC(C)(C)C)O)O)OC(=O)C6=CC=CC=C6)(CO4)OC(=O)C)OC)C)OC. Drug 2: CC1OCC2C(O1)C(C(C(O2)OC3C4COC(=O)C4C(C5=CC6=C(C=C35)OCO6)C7=CC(=C(C(=C7)OC)O)OC)O)O. Cell line: OVCAR-5. Synergy scores: CSS=53.4, Synergy_ZIP=2.15, Synergy_Bliss=-0.806, Synergy_Loewe=-10.6, Synergy_HSA=1.83. (7) Drug 1: C1CCC(C1)C(CC#N)N2C=C(C=N2)C3=C4C=CNC4=NC=N3. Drug 2: CCCS(=O)(=O)NC1=C(C(=C(C=C1)F)C(=O)C2=CNC3=C2C=C(C=N3)C4=CC=C(C=C4)Cl)F. Cell line: SN12C. Synergy scores: CSS=3.01, Synergy_ZIP=-1.21, Synergy_Bliss=-1.46, Synergy_Loewe=-3.40, Synergy_HSA=-2.68. (8) Drug 1: CC1=C(C=C(C=C1)NC(=O)C2=CC=C(C=C2)CN3CCN(CC3)C)NC4=NC=CC(=N4)C5=CN=CC=C5. Drug 2: CC1CCC2CC(C(=CC=CC=CC(CC(C(=O)C(C(C(=CC(C(=O)CC(OC(=O)C3CCCCN3C(=O)C(=O)C1(O2)O)C(C)CC4CCC(C(C4)OC)O)C)C)O)OC)C)C)C)OC. Cell line: LOX IMVI. Synergy scores: CSS=-0.256, Synergy_ZIP=2.40, Synergy_Bliss=3.16, Synergy_Loewe=1.34, Synergy_HSA=-0.492.